Predict the reactants needed to synthesize the given product. From a dataset of Full USPTO retrosynthesis dataset with 1.9M reactions from patents (1976-2016). (1) Given the product [Cl:22][C:23]1[CH:24]=[C:25]([CH:27]=[CH:28][C:29]=1[F:30])[NH:26][C:2]1[C:11]2[C:6](=[CH:7][C:8]([O:20][CH3:21])=[CH:9][C:10]=2[O:12][CH:13]2[CH2:18][CH2:17][N:16]([CH3:19])[CH2:15][CH2:14]2)[N:5]=[CH:4][N:3]=1, predict the reactants needed to synthesize it. The reactants are: Cl[C:2]1[C:11]2[C:6](=[CH:7][C:8]([O:20][CH3:21])=[CH:9][C:10]=2[O:12][CH:13]2[CH2:18][CH2:17][N:16]([CH3:19])[CH2:15][CH2:14]2)[N:5]=[CH:4][N:3]=1.[Cl:22][C:23]1[CH:24]=[C:25]([CH:27]=[CH:28][C:29]=1[F:30])[NH2:26]. (2) Given the product [Cl:23][CH:12]([C:6]1[C:5]([C:15]2[CH:20]=[CH:19][CH:18]=[CH:17][CH:16]=2)=[N:4][C:3]2[C:8](=[CH:9][CH:10]=[CH:11][C:2]=2[CH3:1])[N:7]=1)[CH3:13], predict the reactants needed to synthesize it. The reactants are: [CH3:1][C:2]1[CH:11]=[CH:10][CH:9]=[C:8]2[C:3]=1[N:4]=[C:5]([C:15]1[CH:20]=[CH:19][CH:18]=[CH:17][CH:16]=1)[C:6]([CH:12](O)[CH3:13])=[N:7]2.S(Cl)([Cl:23])=O.N1C=CC=CC=1. (3) Given the product [CH2:15]([C:18]1[CH:23]=[CH:22][C:21]([C:2]2[CH:7]=[CH:6][CH:5]=[C:4]([C:8]3[CH:13]=[CH:12][CH:11]=[CH:10][N:9]=3)[CH:3]=2)=[CH:20][CH:19]=1)[CH2:16][CH3:17], predict the reactants needed to synthesize it. The reactants are: Br[C:2]1[CH:3]=[C:4]([C:8]2[CH:13]=[CH:12][C:11](C)=[CH:10][N:9]=2)[CH:5]=[CH:6][CH:7]=1.[CH2:15]([C:18]1[CH:23]=[CH:22][C:21](B(O)O)=[CH:20][CH:19]=1)[CH2:16][CH3:17]. (4) Given the product [Cl:1][C:2]1[CH:7]=[CH:6][C:5]([C:12]2[CH:17]=[CH:16][CH:15]=[C:14]([N:18]([CH2:23][C:24]3[CH:36]=[CH:35][C:27]([O:28][CH2:29][C:30]([OH:32])=[O:31])=[C:26]([CH3:37])[CH:25]=3)[CH2:19][CH2:20][O:21][CH3:22])[C:13]=2[CH3:38])=[CH:4][CH:3]=1, predict the reactants needed to synthesize it. The reactants are: [Cl:1][C:2]1[CH:7]=[CH:6][C:5](B(O)O)=[CH:4][CH:3]=1.Br[C:12]1[C:13]([CH3:38])=[C:14]([N:18]([CH2:23][C:24]2[CH:36]=[CH:35][C:27]([O:28][CH2:29][C:30]([O:32]CC)=[O:31])=[C:26]([CH3:37])[CH:25]=2)[CH2:19][CH2:20][O:21][CH3:22])[CH:15]=[CH:16][CH:17]=1. (5) Given the product [CH2:20]([O:19][C:8]1[S:7][C:6]([C:4]([OH:5])=[O:3])=[C:10]2[C:9]=1[C:17]1[N:16]([CH3:18])[N:15]=[CH:14][C:13]=1[CH2:12][CH2:11]2)[CH3:21], predict the reactants needed to synthesize it. The reactants are: C([O:3][C:4]([C:6]1[S:7][C:8]([O:19][CH2:20][CH3:21])=[C:9]2[C:17]3[N:16]([CH3:18])[N:15]=[CH:14][C:13]=3[CH2:12][CH2:11][C:10]=12)=[O:5])C.[OH-].[K+].C1COCC1. (6) Given the product [CH2:1]([O:4][N:5]([C@H:18]1[CH2:23][N:22]([C:24]([O:26][C:27]([CH3:29])([CH3:30])[CH3:28])=[O:25])[C@H:21]([CH2:31][OH:32])[CH:20]=[C:19]1[C:40](=[O:42])[NH2:41])[S:6]([C:9]1[CH:14]=[CH:13][CH:12]=[CH:11][C:10]=1[N+:15]([O-:17])=[O:16])(=[O:8])=[O:7])[CH:2]=[CH2:3], predict the reactants needed to synthesize it. The reactants are: [CH2:1]([O:4][N:5]([C@H:18]1[CH2:23][N:22]([C:24]([O:26][C:27]([CH3:30])([CH3:29])[CH3:28])=[O:25])[C@H:21]([CH2:31][O:32][Si](C(C)(C)C)(C)C)[CH:20]=[C:19]1[C:40](=[O:42])[NH2:41])[S:6]([C:9]1[CH:14]=[CH:13][CH:12]=[CH:11][C:10]=1[N+:15]([O-:17])=[O:16])(=[O:8])=[O:7])[CH:2]=[CH2:3].C(ON1C(=O)N2C[C@H]1C(C(N)=O)=C[C@H]2CO)C=C.C(ON1C(=O)N2C[C@H]1C(C(N)=O)=C[C@H]2CO[Si](C(C)(C)C)(C)C)C=C. (7) Given the product [ClH:36].[OH:26][C:23]([CH3:25])([CH3:24])[CH2:22][N:19]1[CH:20]=[CH:21][C:17]([NH:16][C:15](=[O:27])[C@@H:8]([NH2:7])[CH2:9][C@@H:10]([O:12][CH2:13][CH3:14])[CH3:11])=[N:18]1, predict the reactants needed to synthesize it. The reactants are: C(OC(=O)[NH:7][C@H:8]([C:15](=[O:27])[NH:16][C:17]1[CH:21]=[CH:20][N:19]([CH2:22][C:23]([OH:26])([CH3:25])[CH3:24])[N:18]=1)[CH2:9][C@@H:10]([O:12][CH2:13][CH3:14])[CH3:11])(C)(C)C.FC(F)(F)C(O)=O.[Cl:36]CCl.